Dataset: Catalyst prediction with 721,799 reactions and 888 catalyst types from USPTO. Task: Predict which catalyst facilitates the given reaction. (1) Reactant: C(NC(C)C)(C)C.[Li]CCCC.CN(C)CCN(C)C.[CH3:21][C:22]1[CH:31]=[CH:30][C:29]2[CH2:28][CH2:27][CH2:26][CH2:25][C:24]=2[N:23]=1.[C:32](Cl)(=[O:36])[O:33][CH2:34][CH3:35].[Cl-].[NH4+]. Product: [N:23]1[C:24]2[CH2:25][CH2:26][CH2:27][CH2:28][C:29]=2[CH:30]=[CH:31][C:22]=1[CH2:21][C:32]([O:33][CH2:34][CH3:35])=[O:36]. The catalyst class is: 90. (2) Reactant: C([O:8][C:9]1([C:13]2[S:14][C:15]([C:18]3[CH:23]=[C:22]([NH:24][C:25]4[N:30]=[C:29]([C:31]([F:34])([F:33])[F:32])[CH:28]=[CH:27][N:26]=4)[CH:21]=[C:20]([CH3:35])[N:19]=3)=[CH:16][N:17]=2)[CH2:12][CH2:11][CH2:10]1)C1C=CC=CC=1.B(Br)(Br)Br.CO. Product: [CH3:35][C:20]1[N:19]=[C:18]([C:15]2[S:14][C:13]([C:9]3([OH:8])[CH2:12][CH2:11][CH2:10]3)=[N:17][CH:16]=2)[CH:23]=[C:22]([NH:24][C:25]2[N:30]=[C:29]([C:31]([F:34])([F:32])[F:33])[CH:28]=[CH:27][N:26]=2)[CH:21]=1. The catalyst class is: 4. (3) Reactant: B.CSC.[CH3:5][N:6]([CH3:24])[C:7](=O)[CH2:8][O:9][CH:10]1[CH2:15][CH2:14][N:13]([C:16]([O:18][C:19]([CH3:22])([CH3:21])[CH3:20])=[O:17])[CH2:12][CH2:11]1.O.C(=O)([O-])[O-].[Na+].[Na+]. Product: [CH3:5][N:6]([CH3:24])[CH2:7][CH2:8][O:9][CH:10]1[CH2:11][CH2:12][N:13]([C:16]([O:18][C:19]([CH3:21])([CH3:20])[CH3:22])=[O:17])[CH2:14][CH2:15]1. The catalyst class is: 1. (4) Reactant: [Cl:1][C:2]1[CH:3]=[CH:4][C:5]([N+:15]([O-])=O)=[C:6]([NH:8][C:9]2[CH:14]=[CH:13][CH:12]=[CH:11][CH:10]=2)[CH:7]=1.CO.[NH4+].[Cl-]. Product: [Cl:1][C:2]1[CH:7]=[C:6]([NH:8][C:9]2[CH:14]=[CH:13][CH:12]=[CH:11][CH:10]=2)[C:5]([NH2:15])=[CH:4][CH:3]=1. The catalyst class is: 150.